This data is from Full USPTO retrosynthesis dataset with 1.9M reactions from patents (1976-2016). The task is: Predict the reactants needed to synthesize the given product. (1) Given the product [N:2]12[CH2:9][CH2:8][CH:5]([CH2:6][CH2:7]1)[CH:4]([C:10]([O:12][CH:34]([C:31]1[CH:32]=[CH:33][C:28]([Cl:27])=[CH:29][CH:30]=1)[C:36]1[CH:37]=[CH:38][C:39]([Cl:42])=[CH:40][CH:41]=1)=[O:11])[CH2:3]2, predict the reactants needed to synthesize it. The reactants are: Cl.[N:2]12[CH2:9][CH2:8][CH:5]([CH2:6][CH2:7]1)[CH:4]([C:10]([OH:12])=[O:11])[CH2:3]2.C(Cl)CCl.C1C=CC2N(O)N=NC=2C=1.[Cl:27][C:28]1[CH:33]=[CH:32][C:31]([CH:34]([C:36]2[CH:41]=[CH:40][C:39]([Cl:42])=[CH:38][CH:37]=2)O)=[CH:30][CH:29]=1. (2) Given the product [CH2:4]([C:5]1[N:9]=[N:8][N:7]([CH2:10][C:11]([O:13][CH2:14][CH3:15])=[O:12])[CH:6]=1)[CH2:3][CH2:2][CH3:1], predict the reactants needed to synthesize it. The reactants are: [CH:1]#[C:2][CH2:3][CH2:4][CH2:5][CH3:6].[N:7]([CH2:10][C:11]([O:13][CH2:14][CH3:15])=[O:12])=[N+:8]=[N-:9]. (3) Given the product [CH2:19]([O:18][C:16](=[O:17])[CH2:15][CH:14]([NH:13][C:11]([O:10][CH2:7][CH:8]=[CH2:9])=[O:12])[C:21]1[CH:26]=[CH:25][CH:24]=[C:23]([NH:27][S:28]([C:31]2[CH:36]=[CH:35][CH:34]=[C:33]([NH:37][C:5]([NH:4][CH2:1][CH2:2][CH3:3])=[O:6])[CH:32]=2)(=[O:30])=[O:29])[CH:22]=1)[CH3:20], predict the reactants needed to synthesize it. The reactants are: [CH2:1]([N:4]=[C:5]=[O:6])[CH2:2][CH3:3].[CH2:7]([O:10][C:11]([NH:13][CH:14]([C:21]1[CH:26]=[CH:25][CH:24]=[C:23]([NH:27][S:28]([C:31]2[CH:36]=[CH:35][CH:34]=[C:33]([NH2:37])[CH:32]=2)(=[O:30])=[O:29])[CH:22]=1)[CH2:15][C:16]([O:18][CH2:19][CH3:20])=[O:17])=[O:12])[CH:8]=[CH2:9]. (4) Given the product [OH:8][NH:9][C:10]([CH:12]1[N:21]([S:22]([C:25]2[CH:30]=[CH:29][C:28]([O:31][CH3:32])=[CH:27][CH:26]=2)(=[O:24])=[O:23])[CH2:20][C:15]2=[N:16][CH:17]=[CH:18][N:19]=[C:14]2[CH2:13]1)=[O:11], predict the reactants needed to synthesize it. The reactants are: C([O:8][NH:9][C:10]([CH:12]1[N:21]([S:22]([C:25]2[CH:30]=[CH:29][C:28]([O:31][CH3:32])=[CH:27][CH:26]=2)(=[O:24])=[O:23])[CH2:20][C:15]2=[N:16][CH:17]=[CH:18][N:19]=[C:14]2[CH2:13]1)=[O:11])C1C=CC=CC=1. (5) Given the product [Cl:1][C:2]1[CH:8]=[CH:7][C:5]([NH:6][C:26](=[O:27])[C:25]2[CH:24]=[CH:23][C:22]([S:19]([CH2:18][CH2:17][CH2:16][OH:15])(=[O:21])=[O:20])=[CH:30][CH:29]=2)=[CH:4][C:3]=1[C:9]1[CH:14]=[CH:13][CH:12]=[CH:11][N:10]=1, predict the reactants needed to synthesize it. The reactants are: [Cl:1][C:2]1[CH:8]=[CH:7][C:5]([NH2:6])=[CH:4][C:3]=1[C:9]1[CH:14]=[CH:13][CH:12]=[CH:11][N:10]=1.[OH:15][CH2:16][CH2:17][CH2:18][S:19]([C:22]1[CH:30]=[CH:29][C:25]([C:26](O)=[O:27])=[CH:24][CH:23]=1)(=[O:21])=[O:20]. (6) Given the product [CH:21]1[C:33]2[CH2:32][C:31]3[C:26](=[CH:27][CH:28]=[CH:29][CH:30]=3)[C:25]=2[CH:24]=[CH:23][C:22]=1[O:34][CH2:16][CH2:15][CH2:14][O:13][C:10]1[CH:9]=[CH:8][C:7]([CH2:6][C@H:5]([O:18][CH3:19])[C:4]([OH:3])=[O:20])=[CH:12][CH:11]=1, predict the reactants needed to synthesize it. The reactants are: C([O:3][C:4](=[O:20])[C@@H:5]([O:18][CH3:19])[CH2:6][C:7]1[CH:12]=[CH:11][C:10]([O:13][CH2:14][CH2:15][CH2:16]Br)=[CH:9][CH:8]=1)C.[CH:21]1[C:33]2[CH2:32][C:31]3[C:26](=[CH:27][CH:28]=[CH:29][CH:30]=3)[C:25]=2[CH:24]=[CH:23][C:22]=1[OH:34].[OH-].[Na+]. (7) Given the product [CH2:1]([N:8]1[CH2:12][CH2:11][C:10]([N:14]([CH2:15][C:16]2[C:17](=[O:27])[N:18]([CH3:26])[C:19]3[C:24]([CH:25]=2)=[CH:23][CH:22]=[CH:21][CH:20]=3)[C:43]([CH:37]2[CH2:42][CH2:41][CH2:40][CH2:39][CH2:38]2)=[O:44])([CH3:13])[CH2:9]1)[C:2]1[CH:7]=[CH:6][CH:5]=[CH:4][CH:3]=1, predict the reactants needed to synthesize it. The reactants are: [CH2:1]([N:8]1[CH2:12][CH2:11][C:10]([NH:14][CH2:15][C:16]2[C:17](=[O:27])[N:18]([CH3:26])[C:19]3[C:24]([CH:25]=2)=[CH:23][CH:22]=[CH:21][CH:20]=3)([CH3:13])[CH2:9]1)[C:2]1[CH:7]=[CH:6][CH:5]=[CH:4][CH:3]=1.CCN(C(C)C)C(C)C.[CH:37]1([C:43](Cl)=[O:44])[CH2:42][CH2:41][CH2:40][CH2:39][CH2:38]1. (8) Given the product [Cl:24][C:23]1[C:18]([N:14]2[CH2:15][CH2:16][CH:11]([S:8]([C:5]3[CH:4]=[CH:3][C:2]([Cl:1])=[CH:7][CH:6]=3)(=[O:9])=[O:10])[CH2:12][CH2:13]2)=[N:19][CH:20]=[CH:21][CH:22]=1, predict the reactants needed to synthesize it. The reactants are: [Cl:1][C:2]1[CH:7]=[CH:6][C:5]([S:8]([CH:11]2[CH2:16][CH2:15][NH:14][CH2:13][CH2:12]2)(=[O:10])=[O:9])=[CH:4][CH:3]=1.Cl[C:18]1[C:23]([Cl:24])=[CH:22][CH:21]=[CH:20][N:19]=1.CCN(C(C)C)C(C)C.